This data is from Full USPTO retrosynthesis dataset with 1.9M reactions from patents (1976-2016). The task is: Predict the reactants needed to synthesize the given product. Given the product [CH:16]1[C:15]([C:19]([F:20])([F:21])[F:22])=[CH:14][C:13]([Cl:23])=[C:12]([N:11]2[N:10]=[C:9]([C:24]#[N:25])[C:8]([S+:26]([O-:1])[C:27]([F:30])([F:29])[F:28])=[C:7]2[NH2:6])[C:17]=1[Cl:18], predict the reactants needed to synthesize it. The reactants are: [OH:1]S(O)(=O)=O.[NH2:6][C:7]1[N:11]([C:12]2[C:17]([Cl:18])=[CH:16][C:15]([C:19]([F:22])([F:21])[F:20])=[CH:14][C:13]=2[Cl:23])[N:10]=[C:9]([C:24]#[N:25])[C:8]=1[S:26][C:27]([F:30])([F:29])[F:28].OO.O.